Task: Predict which catalyst facilitates the given reaction.. Dataset: Catalyst prediction with 721,799 reactions and 888 catalyst types from USPTO (1) The catalyst class is: 77. Reactant: C([O:3][C:4]([C:6]1[C:7]2[C:15](/[CH:16]=[CH:17]/[C:18]3[CH:23]=[CH:22][CH:21]=[CH:20][CH:19]=3)=[N:14][N:13]([CH:24]3[CH2:29][CH2:28][CH2:27][CH2:26][O:25]3)[C:8]=2[N:9]=[C:10](Cl)[CH:11]=1)=[O:5])C.[OH:30][C:31]1[CH:36]=[CH:35][C:34](B(O)O)=[CH:33][CH:32]=1.C(=O)([O-])[O-].[Cs+].[Cs+]. Product: [OH:30][C:31]1[CH:36]=[CH:35][C:34]([C:10]2[CH:11]=[C:6]([C:4]([OH:3])=[O:5])[C:7]3[C:15](/[CH:16]=[CH:17]/[C:18]4[CH:19]=[CH:20][CH:21]=[CH:22][CH:23]=4)=[N:14][N:13]([CH:24]4[CH2:29][CH2:28][CH2:27][CH2:26][O:25]4)[C:8]=3[N:9]=2)=[CH:33][CH:32]=1. (2) Reactant: [C:1]([C:5]1[CH:10]=[CH:9][C:8]([NH:11][C:12]([C:14]2[CH:15]=[CH:16][C:17]([Cl:34])=[C:18]([N:20]([CH3:33])[C:21]3[C:31]([Cl:32])=[CH:30][C:24]([C:25]([O:27]CC)=[O:26])=[CH:23][N:22]=3)[CH:19]=2)=[O:13])=[CH:7][CH:6]=1)([CH3:4])([CH3:3])[CH3:2].[OH-].[Na+]. Product: [C:1]([C:5]1[CH:6]=[CH:7][C:8]([NH:11][C:12]([C:14]2[CH:15]=[CH:16][C:17]([Cl:34])=[C:18]([N:20]([CH3:33])[C:21]3[C:31]([Cl:32])=[CH:30][C:24]([C:25]([OH:27])=[O:26])=[CH:23][N:22]=3)[CH:19]=2)=[O:13])=[CH:9][CH:10]=1)([CH3:4])([CH3:2])[CH3:3]. The catalyst class is: 83. (3) Reactant: C([O-])(=O)C.C([O:9][C:10]1[C:11]([CH2:16][N:17]2[CH2:22][CH2:21][CH:20]([CH:23]([CH2:26][C:27]3[CH:32]=[CH:31][CH:30]=[CH:29][C:28]=3[F:33])[C:24]#[N:25])[CH2:19][CH2:18]2)=[N:12][CH:13]=[CH:14][N:15]=1)(C)(C)C.[OH-].[Na+]. Product: [F:33][C:28]1[CH:29]=[CH:30][CH:31]=[CH:32][C:27]=1[CH2:26][CH:23]([CH:20]1[CH2:19][CH2:18][N:17]([CH2:16][C:11]2[C:10](=[O:9])[NH:15][CH:14]=[CH:13][N:12]=2)[CH2:22][CH2:21]1)[C:24]#[N:25]. The catalyst class is: 13. (4) Reactant: C([O:4][C:5]1[CH:10]=[CH:9][C:8]([CH2:11]Cl)=[CH:7][CH:6]=1)(=O)C.[NH:13]1[CH:17]=[CH:16][CH:15]=[N:14]1.C([O-])([O-])=O.[K+].[K+].[OH-].[Na+].Cl. Product: [N:13]1([CH2:11][C:8]2[CH:7]=[CH:6][C:5]([OH:4])=[CH:10][CH:9]=2)[CH:17]=[CH:16][CH:15]=[N:14]1. The catalyst class is: 3. (5) Reactant: Cl.[CH3:2][C:3]1[S:4][C:5]2[CH:11]=[CH:10][C:9]([O:12][CH2:13][C@@H:14]([OH:22])[CH2:15][N:16]3[CH2:21][CH2:20][NH:19][CH2:18][CH2:17]3)=[CH:8][C:6]=2[N:7]=1.C(N(CC)CC)C.Cl[CH2:31][C:32]1[CH:36]=[C:35]([C:37]2[CH:42]=[CH:41][C:40]([C:43]([F:46])([F:45])[F:44])=[CH:39][CH:38]=2)[O:34][N:33]=1. Product: [CH3:2][C:3]1[S:4][C:5]2[CH:11]=[CH:10][C:9]([O:12][CH2:13][C@@H:14]([OH:22])[CH2:15][N:16]3[CH2:17][CH2:18][N:19]([CH2:31][C:32]4[CH:36]=[C:35]([C:37]5[CH:38]=[CH:39][C:40]([C:43]([F:45])([F:44])[F:46])=[CH:41][CH:42]=5)[O:34][N:33]=4)[CH2:20][CH2:21]3)=[CH:8][C:6]=2[N:7]=1. The catalyst class is: 107. (6) Reactant: [CH3:1][C:2]1([C:18]([O:20]CC)=[O:19])[CH2:7][CH2:6][CH2:5][N:4]([C:8]([O:10][CH2:11][C:12]2[CH:17]=[CH:16][CH:15]=[CH:14][CH:13]=2)=[O:9])[CH2:3]1.[Li+].[OH-]. Product: [CH2:11]([O:10][C:8]([N:4]1[CH2:5][CH2:6][CH2:7][C:2]([CH3:1])([C:18]([OH:20])=[O:19])[CH2:3]1)=[O:9])[C:12]1[CH:13]=[CH:14][CH:15]=[CH:16][CH:17]=1. The catalyst class is: 8. (7) Reactant: [C:1]1([CH:7]([CH:9]2[CH2:14][CH2:13][O:12][CH2:11][CH2:10]2)[NH2:8])[CH:6]=[CH:5][CH:4]=[CH:3][CH:2]=1.[I:15][C:16]1[C:24]2[C:19](=[CH:20][CH:21]=[C:22]([C:25](N)=[O:26])[CH:23]=2)[NH:18][N:17]=1.CN(C(ON1N=NC2C=CC=CC1=2)=[N+](C)C)C.[B-](F)(F)(F)F.CCN(C(C)C)C(C)C. Product: [I:15][C:16]1[C:24]2[C:19](=[CH:20][CH:21]=[C:22]([C:25]([NH:8][CH:7]([C:1]3[CH:2]=[CH:3][CH:4]=[CH:5][CH:6]=3)[CH:9]3[CH2:14][CH2:13][O:12][CH2:11][CH2:10]3)=[O:26])[CH:23]=2)[NH:18][N:17]=1. The catalyst class is: 3. (8) Reactant: [CH2:1]([N:8]1[C:16]2[C:11](=[CH:12][CH:13]=[C:14]([OH:17])[CH:15]=2)[C:10]([C:18]([NH:20][CH2:21][C:22]2[CH:27]=[CH:26][C:25]([F:28])=[C:24]([F:29])[CH:23]=2)=[O:19])=[C:9]1[CH:30]([CH3:32])[CH3:31])[C:2]1[CH:7]=[CH:6][CH:5]=[CH:4][CH:3]=1.[C:33](Cl)(=[O:35])[CH3:34]. Product: [C:33]([O:17][C:14]1[CH:15]=[C:16]2[C:11]([C:10]([C:18](=[O:19])[NH:20][CH2:21][C:22]3[CH:27]=[CH:26][C:25]([F:28])=[C:24]([F:29])[CH:23]=3)=[C:9]([CH:30]([CH3:32])[CH3:31])[N:8]2[CH2:1][C:2]2[CH:7]=[CH:6][CH:5]=[CH:4][CH:3]=2)=[CH:12][CH:13]=1)(=[O:35])[CH3:34]. The catalyst class is: 17.